Dataset: Forward reaction prediction with 1.9M reactions from USPTO patents (1976-2016). Task: Predict the product of the given reaction. Given the reactants [NH:1]1[C:9]2[C:4](=[CH:5][CH:6]=[CH:7][CH:8]=2)[CH:3]=[C:2]1[CH2:10][C:11]([O:13][CH2:14][CH3:15])=[O:12].[C:16](=O)([O:22]C(C)(C)C)[O:17][C:18]([CH3:21])([CH3:20])[CH3:19], predict the reaction product. The product is: [CH2:14]([O:13][C:11]([CH2:10][C:2]1[N:1]([C:16]([O:17][C:18]([CH3:21])([CH3:20])[CH3:19])=[O:22])[C:9]2[C:4]([CH:3]=1)=[CH:5][CH:6]=[CH:7][CH:8]=2)=[O:12])[CH3:15].